Dataset: Full USPTO retrosynthesis dataset with 1.9M reactions from patents (1976-2016). Task: Predict the reactants needed to synthesize the given product. Given the product [NH2:21][C:22]1[C:27]([C:28]#[N:29])=[C:26]([C:30]2[CH:35]=[CH:34][C:33]([O:36][C@@H:37]3[CH2:41][CH2:40][CH2:39][C@@H:38]3[OH:42])=[CH:32][CH:31]=2)[C:25]([C:43]#[N:44])=[C:24]([S:45][CH2:8][C:9]2[CH:10]=[N:11][CH:12]=[CH:13][CH:14]=2)[N:23]=1, predict the reactants needed to synthesize it. The reactants are: CN(C=O)C.Cl.Cl[CH2:8][C:9]1[CH:10]=[N:11][CH:12]=[CH:13][CH:14]=1.C(=O)([O-])[O-].[K+].[K+].[NH2:21][C:22]1[C:27]([C:28]#[N:29])=[C:26]([C:30]2[CH:35]=[CH:34][C:33]([O:36][C@@H:37]3[CH2:41][CH2:40][CH2:39][C@@H:38]3[OH:42])=[CH:32][CH:31]=2)[C:25]([C:43]#[N:44])=[C:24]([SH:45])[N:23]=1.